Binary Classification. Given a miRNA mature sequence and a target amino acid sequence, predict their likelihood of interaction. From a dataset of Experimentally validated miRNA-target interactions with 360,000+ pairs, plus equal number of negative samples. The miRNA is hsa-miR-7-5p with sequence UGGAAGACUAGUGAUUUUGUUGUU. The protein sequence of the target gene is MGPPPGAGVSCRGGCGFSRLLAWCFLLALSPQAPGSRGAEAVWTAYLNVSWRVPHTGVNRTVWELSEEGVYGQDSPLEPVAGVLVPPDGPGALNACNPHTNFTVPTVWGSTVQVSWLALIQRGGGCTFADKIHLAYERGASGAVIFNFPGTRNEVIPMSHPGAVDIVAIMIGNLKGTKILQSIQRGIQVTMVIEVGKKHGPWVNHYSIFFVSVSFFIITAATVGYFIFYSARRLRNARAQSRKQRQLKADAKKAIGRLQLRTLKQGDKEIGPDGDSCAVCIELYKPNDLVRILTCNHIFH.... Result: 1 (interaction).